Task: Predict the reaction yield, written as a fraction of the theoretical maximum amount of product (1.0 means a 100% yield; for example, 0.34 means a 34% yield).. Dataset: Reaction yield outcomes from USPTO patents with 853,638 reactions The reactants are [CH3:1][O:2][C:3]1[CH:23]=[CH:22][C:6]([C:7]([N:9]([C:14]2[CH:19]=[CH:18][C:17]([O:20][CH3:21])=[CH:16][CH:15]=2)[NH:10][C:11]([NH2:13])=[O:12])=O)=[CH:5][CH:4]=1.C(O)C. The catalyst is [OH-].[K+]. The product is [CH3:21][O:20][C:17]1[CH:18]=[CH:19][C:14]([N:9]2[C:7]([C:6]3[CH:22]=[CH:23][C:3]([O:2][CH3:1])=[CH:4][CH:5]=3)=[N:13][C:11]([OH:12])=[N:10]2)=[CH:15][CH:16]=1. The yield is 0.843.